From a dataset of Merck oncology drug combination screen with 23,052 pairs across 39 cell lines. Regression. Given two drug SMILES strings and cell line genomic features, predict the synergy score measuring deviation from expected non-interaction effect. (1) Drug 1: O=S1(=O)NC2(CN1CC(F)(F)F)C1CCC2Cc2cc(C=CCN3CCC(C(F)(F)F)CC3)ccc2C1. Drug 2: Cn1cc(-c2cnn3c(N)c(Br)c(C4CCCNC4)nc23)cn1. Cell line: T47D. Synergy scores: synergy=10.2. (2) Cell line: UWB1289. Synergy scores: synergy=7.38. Drug 1: Cc1nc(Nc2ncc(C(=O)Nc3c(C)cccc3Cl)s2)cc(N2CCN(CCO)CC2)n1. Drug 2: CNC(=O)c1cc(Oc2ccc(NC(=O)Nc3ccc(Cl)c(C(F)(F)F)c3)cc2)ccn1. (3) Drug 1: Nc1ccn(C2OC(CO)C(O)C2(F)F)c(=O)n1. Drug 2: C=CCn1c(=O)c2cnc(Nc3ccc(N4CCN(C)CC4)cc3)nc2n1-c1cccc(C(C)(C)O)n1. Cell line: NCIH520. Synergy scores: synergy=15.7. (4) Drug 1: O=S1(=O)NC2(CN1CC(F)(F)F)C1CCC2Cc2cc(C=CCN3CCC(C(F)(F)F)CC3)ccc2C1. Drug 2: COC1=C2CC(C)CC(OC)C(O)C(C)C=C(C)C(OC(N)=O)C(OC)C=CC=C(C)C(=O)NC(=CC1=O)C2=O. Cell line: A375. Synergy scores: synergy=2.21. (5) Drug 1: CC1(c2nc3c(C(N)=O)cccc3[nH]2)CCCN1. Drug 2: Cn1c(=O)n(-c2ccc(C(C)(C)C#N)cc2)c2c3cc(-c4cnc5ccccc5c4)ccc3ncc21. Cell line: A2780. Synergy scores: synergy=29.4. (6) Drug 1: CC(C)CC(NC(=O)C(Cc1ccccc1)NC(=O)c1cnccn1)B(O)O. Drug 2: NC1CCCCC1N.O=C(O)C(=O)O.[Pt+2]. Cell line: EFM192B. Synergy scores: synergy=-10.9. (7) Drug 1: CN1C(=O)C=CC2(C)C3CCC4(C)C(NC(=O)OCC(F)(F)F)CCC4C3CCC12. Drug 2: CC1CC2C3CCC4=CC(=O)C=CC4(C)C3(F)C(O)CC2(C)C1(O)C(=O)CO. Cell line: RKO. Synergy scores: synergy=7.24. (8) Drug 1: N.N.O=C(O)C1(C(=O)O)CCC1.[Pt]. Drug 2: O=C(O)C1(Cc2cccc(Nc3nccs3)n2)CCC(Oc2cccc(Cl)c2F)CC1. Cell line: HT144. Synergy scores: synergy=2.95.